The task is: Predict which catalyst facilitates the given reaction.. This data is from Catalyst prediction with 721,799 reactions and 888 catalyst types from USPTO. (1) Reactant: [NH2:1][C:2]([C:4]1[NH:8][C:7]([C:9]([O:11]CC)=[O:10])=[C:6]([CH3:14])[C:5]=1[S:15]([C:18]1[CH:23]=[CH:22][CH:21]=[CH:20][CH:19]=1)(=[O:17])=[O:16])=[O:3].O.[OH-].[Li+]. Product: [NH2:1][C:2]([C:4]1[NH:8][C:7]([C:9]([OH:11])=[O:10])=[C:6]([CH3:14])[C:5]=1[S:15]([C:18]1[CH:23]=[CH:22][CH:21]=[CH:20][CH:19]=1)(=[O:16])=[O:17])=[O:3]. The catalyst class is: 24. (2) Reactant: [NH2:1][CH:2]1[CH2:6][NH:5][C:4](=[O:7])[CH2:3]1.C1COCC1.CCN(C(C)C)C(C)C.[Br:22][C:23]1[CH:28]=[CH:27][C:26]([S:29](Cl)(=[O:31])=[O:30])=[C:25]([CH2:33][CH3:34])[CH:24]=1. Product: [Br:22][C:23]1[CH:28]=[CH:27][C:26]([S:29]([NH:1][CH:2]2[CH2:3][C:4](=[O:7])[NH:5][CH2:6]2)(=[O:31])=[O:30])=[C:25]([CH2:33][CH3:34])[CH:24]=1. The catalyst class is: 238. (3) Reactant: [CH2:1]([CH:5]1[C:10](=[O:11])[CH2:9][CH2:8][NH:7][CH2:6]1)[CH2:2][CH2:3][CH3:4].CCN(C(C)C)C(C)C.Br[CH2:22][CH2:23][C:24]1[CH:29]=[CH:28][CH:27]=[CH:26][CH:25]=1. Product: [CH2:1]([CH:5]1[C:10](=[O:11])[CH2:9][CH2:8][N:7]([CH2:22][CH2:23][C:24]2[CH:29]=[CH:28][CH:27]=[CH:26][CH:25]=2)[CH2:6]1)[CH2:2][CH2:3][CH3:4]. The catalyst class is: 215.